Predict the reactants needed to synthesize the given product. From a dataset of Full USPTO retrosynthesis dataset with 1.9M reactions from patents (1976-2016). (1) Given the product [NH3:3].[CH2:45]([O:52][C:53]1[CH:54]=[CH:55][C:56]([C@@H:64]([O:67][Si:68]([C:71]([CH3:72])([CH3:74])[CH3:73])([CH3:70])[CH3:69])[CH2:65][NH:3][CH2:4][CH2:5][C:6]2[CH:44]=[CH:43][C:9]([O:10][CH2:11][CH2:12][C:13]3[CH:14]=[CH:15][C:16]([O:35][CH2:36][C:37]4[CH:38]=[CH:39][CH:40]=[CH:41][CH:42]=4)=[C:17]([C@@H:19]([C:29]4[CH:30]=[CH:31][CH:32]=[CH:33][CH:34]=4)[CH2:20][CH2:21][N:22]([CH:26]([CH3:28])[CH3:27])[CH:23]([CH3:25])[CH3:24])[CH:18]=3)=[CH:8][CH:7]=2)=[C:57]2[C:62]=1[NH:61][C:60](=[O:63])[CH:59]=[CH:58]2)[C:46]1[CH:47]=[CH:48][CH:49]=[CH:50][CH:51]=1, predict the reactants needed to synthesize it. The reactants are: Cl.Cl.[NH2:3][CH2:4][CH2:5][C:6]1[CH:44]=[CH:43][C:9]([O:10][CH2:11][CH2:12][C:13]2[CH:14]=[CH:15][C:16]([O:35][CH2:36][C:37]3[CH:42]=[CH:41][CH:40]=[CH:39][CH:38]=3)=[C:17]([C@@H:19]([C:29]3[CH:34]=[CH:33][CH:32]=[CH:31][CH:30]=3)[CH2:20][CH2:21][N:22]([CH:26]([CH3:28])[CH3:27])[CH:23]([CH3:25])[CH3:24])[CH:18]=2)=[CH:8][CH:7]=1.[CH2:45]([O:52][C:53]1[CH:54]=[CH:55][C:56]([C@@H:64]([O:67][Si:68]([C:71]([CH3:74])([CH3:73])[CH3:72])([CH3:70])[CH3:69])[CH2:65]Br)=[C:57]2[C:62]=1[NH:61][C:60](=[O:63])[CH:59]=[CH:58]2)[C:46]1[CH:51]=[CH:50][CH:49]=[CH:48][CH:47]=1.[I-].[K+].C(=O)([O-])O.[Na+].C(#N)CC. (2) Given the product [C:36]1([CH3:37])[CH:38]=[CH:39][C:33]([S:30]([O:22][C:10]2[C:11](=[O:21])[O:12][C@H:13]([C@@H:14]3[CH2:18][O:17][C:16]([CH3:20])([CH3:19])[O:15]3)[C:9]=2[O:8][CH2:1][C:2]2[CH:7]=[CH:6][CH:5]=[CH:4][CH:3]=2)(=[O:32])=[O:31])=[CH:34][CH:35]=1, predict the reactants needed to synthesize it. The reactants are: [CH2:1]([O:8][C:9]1[C@@H:13]([C@@H:14]2[CH2:18][O:17][C:16]([CH3:20])([CH3:19])[O:15]2)[O:12][C:11](=[O:21])[C:10]=1[OH:22])[C:2]1[CH:7]=[CH:6][CH:5]=[CH:4][CH:3]=1.C(N(CC)CC)C.[S:30](Cl)([C:33]1[CH:39]=[CH:38][C:36]([CH3:37])=[CH:35][CH:34]=1)(=[O:32])=[O:31].O. (3) Given the product [CH3:1][O:2][C:3]1[CH:4]=[C:5]2[C:10](=[CH:11][C:12]=1[O:13][CH3:14])[N:9]=[CH:8][CH:7]=[C:6]2[O:15][C:16]1[CH:21]=[CH:20][C:19]([CH3:22])=[CH:18][C:17]=1[C:23](=[O:26])[CH2:24][CH3:25], predict the reactants needed to synthesize it. The reactants are: [CH3:1][O:2][C:3]1[CH:4]=[C:5]2[C:10](=[CH:11][C:12]=1[O:13][CH3:14])[N:9]=[CH:8][CH:7]=[C:6]2[O:15][C:16]1[CH:21]=[CH:20][C:19]([CH3:22])=[CH:18][C:17]=1[CH:23]([OH:26])[CH2:24][CH3:25].C1CCN2C(=NCCC2)CC1.[Cl-].O. (4) Given the product [CH2:8]([O:7][C:5](=[O:6])[CH2:4][S:3][CH2:17][C:13]1[CH:14]=[CH:15][CH:16]=[C:11]([Br:10])[N:12]=1)[CH3:9], predict the reactants needed to synthesize it. The reactants are: [H-].[Na+].[SH:3][CH2:4][C:5]([O:7][CH2:8][CH3:9])=[O:6].[Br:10][C:11]1[CH:16]=[CH:15][CH:14]=[C:13]([CH2:17]Br)[N:12]=1. (5) The reactants are: [NH2:1][C:2]1[CH:7]=[CH:6][C:5]([S:8]([N:11]([CH3:32])[C:12]2[CH:31]=[CH:30][C:15]3[N:16]([CH2:23][CH:24]4[CH2:29][CH2:28][O:27][CH2:26][CH2:25]4)[C:17]([C:19]([F:22])([F:21])[F:20])=[N:18][C:14]=3[CH:13]=2)(=[O:10])=[O:9])=[CH:4][CH:3]=1.[Cl-].[C:34]([O:37][CH2:38][C:39](Cl)=[O:40])(=[O:36])[CH3:35]. Given the product [C:34]([O:37][CH2:38][C:39]([NH:1][C:2]1[CH:3]=[CH:4][C:5]([S:8]([N:11]([CH3:32])[C:12]2[CH:31]=[CH:30][C:15]3[N:16]([CH2:23][CH:24]4[CH2:29][CH2:28][O:27][CH2:26][CH2:25]4)[C:17]([C:19]([F:21])([F:20])[F:22])=[N:18][C:14]=3[CH:13]=2)(=[O:10])=[O:9])=[CH:6][CH:7]=1)=[O:40])(=[O:36])[CH3:35], predict the reactants needed to synthesize it. (6) Given the product [Br:1][C:2]1[CH:11]=[CH:10][C:9]2[N:8]=[C:7]([NH:36][C:35]3[CH:34]=[CH:33][C:32]([N:29]4[CH2:28][CH2:27][N:26]([CH3:25])[CH2:31][CH2:30]4)=[CH:38][CH:37]=3)[C:6]3=[N:13][NH:14][CH:15]=[C:5]3[C:4]=2[CH:3]=1, predict the reactants needed to synthesize it. The reactants are: [Br:1][C:2]1[CH:11]=[CH:10][C:9]2[N:8]=[C:7](Cl)[C:6]3=[N:13][N:14](CC4C=CC(OC)=CC=4)[CH:15]=[C:5]3[C:4]=2[CH:3]=1.[CH3:25][N:26]1[CH2:31][CH2:30][N:29]([C:32]2[CH:38]=[CH:37][C:35]([NH2:36])=[CH:34][CH:33]=2)[CH2:28][CH2:27]1.Cl.